From a dataset of Microsomal clearance measurements from AstraZeneca. Regression/Classification. Given a drug SMILES string, predict its absorption, distribution, metabolism, or excretion properties. Task type varies by dataset: regression for continuous measurements (e.g., permeability, clearance, half-life) or binary classification for categorical outcomes (e.g., BBB penetration, CYP inhibition). For this dataset (clearance_microsome_az), we predict log10(clearance) (log10 of the in vitro intrinsic clearance, CLint, in uL/min per mg of human liver microsomal protein, equivalently mL/min/g; values are censored to the assay range of 3 to 150, which is 0.477 to 2.18 on this log10 scale). (1) The drug is O=c1[nH]c2c(O)ccc([C@@H](O)CNCCOc3cccc(CNCCc4ccccc4F)c3)c2s1. The log10(clearance) is 1.15. (2) The molecule is CC#C[C@]1(O)CC[C@H]2[C@@H]3CCC4=CC(=O)CCC4=C3[C@@H](c3ccc(N(C)C)cc3)C[C@@]21C. The log10(clearance) is 1.90.